From a dataset of Full USPTO retrosynthesis dataset with 1.9M reactions from patents (1976-2016). Predict the reactants needed to synthesize the given product. (1) Given the product [CH2:1]([O:3][C:4]([C:6]1[C:7]([NH:28][C:27]2[CH:29]=[CH:30][C:31]([I:33])=[CH:32][C:26]=2[F:25])=[C:8]2[CH:14]=[N:13][N:12]([CH2:15][C:16]3[CH:21]=[CH:20][C:19]([O:22][CH3:23])=[CH:18][CH:17]=3)[C:9]2=[N:10][CH:11]=1)=[O:5])[CH3:2], predict the reactants needed to synthesize it. The reactants are: [CH2:1]([O:3][C:4]([C:6]1[C:7](Cl)=[C:8]2[CH:14]=[N:13][N:12]([CH2:15][C:16]3[CH:21]=[CH:20][C:19]([O:22][CH3:23])=[CH:18][CH:17]=3)[C:9]2=[N:10][CH:11]=1)=[O:5])[CH3:2].[F:25][C:26]1[CH:32]=[C:31]([I:33])[CH:30]=[CH:29][C:27]=1[NH2:28]. (2) Given the product [CH2:1]([N:8]1[CH2:9][CH:10]=[C:11]([C:14]2[C:22]3[C:17](=[CH:18][C:19]([C:23]([O:25][CH2:31][CH3:32])=[O:24])=[CH:20][CH:21]=3)[NH:16][CH:15]=2)[CH2:12][CH2:13]1)[C:2]1[CH:3]=[CH:4][CH:5]=[CH:6][CH:7]=1, predict the reactants needed to synthesize it. The reactants are: [CH2:1]([N:8]1[CH2:13][CH:12]=[C:11]([C:14]2[C:22]3[C:17](=[CH:18][C:19]([C:23]([OH:25])=[O:24])=[CH:20][CH:21]=3)[NH:16][CH:15]=2)[CH2:10][CH2:9]1)[C:2]1[CH:7]=[CH:6][CH:5]=[CH:4][CH:3]=1.S(=O)(=O)(O)O.[CH2:31](O)[CH3:32]. (3) Given the product [C:1]([O:5][C:6]([N:8]1[CH2:13][CH2:12][CH:11]([S:14]([C:16]2[CH:21]=[CH:20][C:19]([C:23]#[N:24])=[CH:18][CH:17]=2)=[O:15])[CH2:10][CH2:9]1)=[O:7])([CH3:4])([CH3:3])[CH3:2], predict the reactants needed to synthesize it. The reactants are: [C:1]([O:5][C:6]([N:8]1[CH2:13][CH2:12][CH:11]([S:14]([C:16]2[CH:21]=[CH:20][C:19](Br)=[CH:18][CH:17]=2)=[O:15])[CH2:10][CH2:9]1)=[O:7])([CH3:4])([CH3:3])[CH3:2].[CH3:23][N:24](C=O)C.